Predict the reaction yield, written as a fraction of the theoretical maximum amount of product (1.0 means a 100% yield; for example, 0.34 means a 34% yield). From a dataset of Reaction yield outcomes from USPTO patents with 853,638 reactions. (1) The reactants are [CH3:1][O:2][C:3]1[CH:4]=[C:5]2[C:10](=[CH:11][CH:12]=1)[N:9]=[C:8](O)[CH:7]=[CH:6]2.O=P(Cl)(Cl)[Cl:16]. No catalyst specified. The product is [Cl:16][C:8]1[CH:7]=[CH:6][C:5]2[C:10](=[CH:11][CH:12]=[C:3]([O:2][CH3:1])[CH:4]=2)[N:9]=1. The yield is 0.860. (2) The reactants are [C:1]([O:5][C:6]([N:8]1[CH2:13][CH2:12][CH:11]([C:14]([OH:16])=O)[CH2:10][CH2:9]1)=[O:7])([CH3:4])([CH3:3])[CH3:2].[CH3:17][C:18]1([CH3:26])[O:23][C:22](=[O:24])[CH2:21][C:20](=[O:25])[O:19]1.Cl.CN(C)CCCN=C=NCC.O. The catalyst is ClCCl.CN(C)C1C=CN=CC=1. The product is [CH3:17][C:18]1([CH3:26])[O:23][C:22](=[O:24])[CH:21]([C:14]([CH:11]2[CH2:10][CH2:9][N:8]([C:6]([O:5][C:1]([CH3:2])([CH3:3])[CH3:4])=[O:7])[CH2:13][CH2:12]2)=[O:16])[C:20](=[O:25])[O:19]1. The yield is 0.860.